Predict the reactants needed to synthesize the given product. From a dataset of Full USPTO retrosynthesis dataset with 1.9M reactions from patents (1976-2016). (1) Given the product [C:1]([C:5]1[N:6]=[C:7]2[C:12]([C:13]#[N:14])=[CH:11][CH:10]=[CH:9][N:8]2[C:15]=1[C:16]1[CH:21]=[CH:20][CH:19]=[C:18]([O:22][C:28]2[CH:29]=[CH:24][CH:25]=[C:26]([S:30]([CH2:33][CH3:34])(=[O:31])=[O:32])[CH:27]=2)[CH:17]=1)([CH3:4])([CH3:2])[CH3:3], predict the reactants needed to synthesize it. The reactants are: [C:1]([C:5]1[N:6]=[C:7]2[C:12]([C:13]#[N:14])=[CH:11][CH:10]=[CH:9][N:8]2[C:15]=1[C:16]1[CH:21]=[CH:20][CH:19]=[C:18]([OH:22])[CH:17]=1)([CH3:4])([CH3:3])[CH3:2].Br[C:24]1[CH:29]=[CH:28][CH:27]=[C:26]([S:30]([CH2:33][CH3:34])(=[O:32])=[O:31])[CH:25]=1. (2) Given the product [Cl:34][C:33]1[CH:32]=[CH:31][CH:30]=[C:29]([Cl:35])[C:28]=1[O:27][CH2:24][C:25]1[N:1]([CH:4]2[CH2:23][N:8]3[C:9]4[C:14]([C:15]([CH2:16][C:17]([OH:19])=[O:18])=[C:7]3[CH2:6][CH2:5]2)=[CH:13][CH:12]=[CH:11][CH:10]=4)[N:2]=[N:3][CH:26]=1, predict the reactants needed to synthesize it. The reactants are: [N:1]([CH:4]1[CH2:23][N:8]2[C:9]3[C:14]([C:15]([CH2:16][C:17]([O:19]CCC)=[O:18])=[C:7]2[CH2:6][CH2:5]1)=[CH:13][CH:12]=[CH:11][CH:10]=3)=[N+:2]=[N-:3].[CH2:24]([O:27][C:28]1[C:33]([Cl:34])=[CH:32][CH:31]=[CH:30][C:29]=1[Cl:35])[C:25]#[CH:26]. (3) The reactants are: [CH:1]12[CH:6]([C:7](OCC)=[O:8])[CH:5]1[CH2:4][N:3]([C:12]([O:14][C:15]([CH3:18])([CH3:17])[CH3:16])=[O:13])[CH2:2]2.[Li+].[OH-].CC[N:23](C(C)C)C(C)C.C(Cl)CCl.C1C=CC2N(O)N=NC=2C=1.[NH4+].[Cl-]. Given the product [C:7]([CH:6]1[CH:5]2[CH:1]1[CH2:2][N:3]([C:12]([O:14][C:15]([CH3:18])([CH3:17])[CH3:16])=[O:13])[CH2:4]2)(=[O:8])[NH2:23], predict the reactants needed to synthesize it. (4) Given the product [CH:27]1[C:36]2[C:31](=[C:32]([C:2]3[N:3]=[C:4]([N:21]4[CH2:26][CH2:25][O:24][CH2:23][CH2:22]4)[C:5]4[S:10][C:9]([CH2:11][N:12]5[CH2:17][CH2:16][CH:15]([N:18]([CH3:20])[CH3:19])[CH2:14][CH2:13]5)=[CH:8][C:6]=4[N:7]=3)[CH:33]=[CH:34][CH:35]=2)[CH:30]=[CH:29][N:28]=1, predict the reactants needed to synthesize it. The reactants are: Cl[C:2]1[N:3]=[C:4]([N:21]2[CH2:26][CH2:25][O:24][CH2:23][CH2:22]2)[C:5]2[S:10][C:9]([CH2:11][N:12]3[CH2:17][CH2:16][CH:15]([N:18]([CH3:20])[CH3:19])[CH2:14][CH2:13]3)=[CH:8][C:6]=2[N:7]=1.[CH:27]1[C:36]2[CH:35]=[CH:34][CH:33]=[C:32](B(O)O)[C:31]=2[CH:30]=[CH:29][N:28]=1.C(=O)([O-])[O-].[Na+].[Na+]. (5) Given the product [Cl:3][C:15]1[N:14]([C:18]2[CH:23]=[CH:22][CH:21]=[CH:20][N:19]=2)[N:13]=[C:12]([CH3:11])[C:16]=1[CH:9]=[O:10], predict the reactants needed to synthesize it. The reactants are: O=P(Cl)(Cl)[Cl:3].CN([CH:9]=[O:10])C.[CH3:11][C:12]1[CH:16]=[C:15](O)[N:14]([C:18]2[CH:23]=[CH:22][CH:21]=[CH:20][N:19]=2)[N:13]=1. (6) Given the product [CH3:7][C:8]1[CH:13]=[CH:12][CH:11]=[C:10]([CH3:14])[C:9]=1[NH:15][C:16]1[N:3]2[NH:4][CH:5]=[N:6][C:2]2=[N:1][C:17]=1[C:18]1[O:22][CH:21]=[CH:20][CH:19]=1, predict the reactants needed to synthesize it. The reactants are: [NH2:1][C:2]1[N:6]=[CH:5][NH:4][N:3]=1.[CH3:7][C:8]1[CH:13]=[CH:12][CH:11]=[C:10]([CH3:14])[C:9]=1[N+:15]#[C-:16].[CH:17](=O)[C:18]1[O:22][CH:21]=[CH:20][CH:19]=1. (7) Given the product [CH3:21][N:19]([CH3:20])[C:17]([C@H:16]1[NH:12][CH2:13][C@@H:14]([S:22][C:23]2[C@H:29]([CH3:30])[C@H:28]3[N:25]([C:26](=[O:34])[C@@H:27]3[C@H:31]([OH:33])[CH3:32])[C:24]=2[C:35]([OH:37])=[O:36])[CH2:15]1)=[O:18], predict the reactants needed to synthesize it. The reactants are: [N+](C1C=CC(COC([N:12]2[C@H:16]([C:17]([N:19]([CH3:21])[CH3:20])=[O:18])[CH2:15][C@H:14]([S:22][C:23]3[C@H:29]([CH3:30])[C@H:28]4[N:25]([C:26](=[O:34])[C@@H:27]4[C@H:31]([OH:33])[CH3:32])[C:24]=3[C:35]([O:37]CC3C=CC([N+]([O-])=O)=CC=3)=[O:36])[CH2:13]2)=O)=CC=1)([O-])=O.C(OCC)(=O)C.[H][H].